This data is from TCR-epitope binding with 47,182 pairs between 192 epitopes and 23,139 TCRs. The task is: Binary Classification. Given a T-cell receptor sequence (or CDR3 region) and an epitope sequence, predict whether binding occurs between them. (1) The epitope is TPINLVRDL. Result: 1 (the TCR binds to the epitope). The TCR CDR3 sequence is CASSQWPGTGESNEQFF. (2) The epitope is FIAGLIAIV. The TCR CDR3 sequence is CASSLIYSQETQYF. Result: 1 (the TCR binds to the epitope). (3) The epitope is ILGLPTQTV. The TCR CDR3 sequence is CASSSQQFGGARETQYF. Result: 1 (the TCR binds to the epitope). (4) The epitope is IQYIDIGNY. The TCR CDR3 sequence is CASSYGQGPAGEAFF. Result: 1 (the TCR binds to the epitope). (5) The epitope is GVAMPNLYK. The TCR CDR3 sequence is CASSLEQGAYEQYF. Result: 0 (the TCR does not bind to the epitope). (6) The epitope is YLNTLTLAV. The TCR CDR3 sequence is CASSTGLNEKLFF. Result: 1 (the TCR binds to the epitope). (7) The epitope is KPLEFGATSAAL. The TCR CDR3 sequence is CASSIYAGEVGNEQFF. Result: 0 (the TCR does not bind to the epitope). (8) The epitope is LEPLVDLPI. The TCR CDR3 sequence is CASSQGILTDYGYTF. Result: 1 (the TCR binds to the epitope). (9) The epitope is TSNQVAVLY. The TCR CDR3 sequence is CASSFGGTEQFF. Result: 0 (the TCR does not bind to the epitope). (10) The epitope is KLSYGIATV. The TCR CDR3 sequence is CASSELGQRYF. Result: 1 (the TCR binds to the epitope).